Dataset: NCI-60 drug combinations with 297,098 pairs across 59 cell lines. Task: Regression. Given two drug SMILES strings and cell line genomic features, predict the synergy score measuring deviation from expected non-interaction effect. (1) Drug 1: C1=CN(C(=O)N=C1N)C2C(C(C(O2)CO)O)O.Cl. Drug 2: C1=NC2=C(N=C(N=C2N1C3C(C(C(O3)CO)O)F)Cl)N. Cell line: NCI-H226. Synergy scores: CSS=16.3, Synergy_ZIP=-7.78, Synergy_Bliss=2.57, Synergy_Loewe=-4.69, Synergy_HSA=0.541. (2) Drug 1: CC1=C(C=C(C=C1)C(=O)NC2=CC(=CC(=C2)C(F)(F)F)N3C=C(N=C3)C)NC4=NC=CC(=N4)C5=CN=CC=C5. Drug 2: N.N.Cl[Pt+2]Cl. Cell line: SW-620. Synergy scores: CSS=25.9, Synergy_ZIP=0.555, Synergy_Bliss=0.767, Synergy_Loewe=-3.51, Synergy_HSA=-1.46.